This data is from NCI-60 drug combinations with 297,098 pairs across 59 cell lines. The task is: Regression. Given two drug SMILES strings and cell line genomic features, predict the synergy score measuring deviation from expected non-interaction effect. Drug 1: CN(CC1=CN=C2C(=N1)C(=NC(=N2)N)N)C3=CC=C(C=C3)C(=O)NC(CCC(=O)O)C(=O)O. Drug 2: CC1=C(C=C(C=C1)C(=O)NC2=CC(=CC(=C2)C(F)(F)F)N3C=C(N=C3)C)NC4=NC=CC(=N4)C5=CN=CC=C5. Cell line: MCF7. Synergy scores: CSS=29.1, Synergy_ZIP=0.958, Synergy_Bliss=1.89, Synergy_Loewe=-27.7, Synergy_HSA=1.74.